From a dataset of Experimentally validated miRNA-target interactions with 360,000+ pairs, plus equal number of negative samples. Binary Classification. Given a miRNA mature sequence and a target amino acid sequence, predict their likelihood of interaction. (1) The miRNA is hsa-miR-887-3p with sequence GUGAACGGGCGCCAUCCCGAGG. The protein sequence of the target gene is MTQSVVVQVGQCGNQIGCCFWDLALREHAAVNQKGIYDEAISSFFRNVDTRVVGDGGSISKGKICSLKARAVLIDMEEGVVNEILQGPLRDVFDTKQLITDISGSGNNWAVGHKVFGSLYQDQILEKFRKSAEHCDCLQCFFIIHSMGGGTGSGLGTFLLKVLEDEFPEVYRFVTSIYPSGEDDVITSPYNSILAMKELNEHADCVLPIDNQSLFDIISKIDLMVNSGKLGTTVKPKSLVTSSSGALKKQHKKPFDAMNNIVANLLLNLTSSARFEGSLNMDLNEISMNLVPFPQLHYLV.... Result: 0 (no interaction). (2) The miRNA is hsa-miR-6850-3p with sequence CCCGGCCGGAACGCCGCACU. The protein sequence of the target gene is MLDMGDRKEVKMIPKSSFSINSLVPEAVQNDNHHASHGHHNSHHPQHHHHHHHHHHHPPPPAPQPPPPPQQQQPPPPPPPAPQPPQTRGAPAADDDKGPQQLLLPPPPPPPPAAALDGAKADGLGGKGEPGGGPGELAPVGPDEKEKGAGAGGEEKKGAGEGGKDGEGGKEGEKKNGKYEKPPFSYNALIMMAIRQSPEKRLTLNGIYEFIMKNFPYYRENKQGWQNSIRHNLSLNKCFVKVPRHYDDPGKGNYWMLDPSSDDVFIGGTTGKLRRRSTTSRAKLAFKRGARLTSTGLTFM.... Result: 0 (no interaction). (3) The miRNA is hsa-miR-1908-3p with sequence CCGGCCGCCGGCUCCGCCCCG. The protein sequence of the target gene is MYDDSYVPGFEDSEAGSADSYTSRPSLDSDVSLEEDRESARREVESQAQQQLERAKHKPVAFAVRTNVSYCGVLDEECPVQGSGVNFEAKDFLHIKEKYSNDWWIGRLVKEGGDIAFIPSPQRLESIRLKQEQKARRSGNPSSLSDIGNRRSPPPSLAKQKQKQAEHVPPYDVVPSMRPVVLVGPSLKGYEVTDMMQKALFDFLKHRFDGRISITRVTADLSLAKRSVLNNPGKRTIIERSSARSSIAEVQSEIERIFELAKSLQLVVLDADTINHPAQLAKTSLAPIIVFVKVSSPKVL.... Result: 0 (no interaction). (4) The miRNA is mmu-miR-191-5p with sequence CAACGGAAUCCCAAAAGCAGCUG. The protein sequence of the target gene is MTQQPQDDFDRSVEDAQAWMKAVQDQLQVNDNTQGPRAALEARLWETEKICQLEPEGRVRVDLVLRMAEALLACCPGDQKPGILARLKDIKAQWEETVTYMTHCHSRIEWVWLHWSEYLLARDEFYRWFQKMMVTLEPHIELQLGLKEKQWQLSHAQVLLHNVDNQAVLLDRLLEEAASLFNRIGDPSVDEDAQKRMKAEYDAVKAKAQKRVDLLEQVAREHEEYQAGVDEFQLWLKAVVEKVNGCLGRNCKLPITQRLSTLQDIAKDFPRGEESLETLEEQSAGVIRNTSPLGAEKITG.... Result: 0 (no interaction). (5) The miRNA is hsa-miR-377-3p with sequence AUCACACAAAGGCAACUUUUGU. The protein sequence of the target gene is MKGKEEKEGGARLGAGGGSPEKSPSAQELKEQGNRLFVGRKYPEAAACYGRAITRNPLVAVYYTNRALCYLKMQQHEQALADCRRALELDGQSVKAHFFLGQCQLEMESYDEAIANLQRAYSLAKEQRLNFGDDIPSALRIAKKKRWNSIEERRIHQESELHSYLSRLIAAERERELEECQRNHEGDEDDSHVRAQQACIEAKHDKYMADMDELFSQVDEKRKKRDIPDYLCGKISFELMREPCITPSGITYDRKDIEEHLQRVGHFDPVTRSPLTQEQLIPNLAMKEVIDAFISENGWV.... Result: 0 (no interaction).